This data is from Reaction yield outcomes from USPTO patents with 853,638 reactions. The task is: Predict the reaction yield, written as a fraction of the theoretical maximum amount of product (1.0 means a 100% yield; for example, 0.34 means a 34% yield). (1) The reactants are Br[C:2]1[CH:28]=[C:27]([F:29])[C:5]2[N:6]([CH2:9][C:10]3[CH:26]=[CH:25][C:13]4[N:14]=[C:15]([NH:17][C@@H:18]5[CH2:23][CH2:22][CH2:21][CH2:20][C@H:19]5[OH:24])[S:16][C:12]=4[CH:11]=3)[CH:7]=[N:8][C:4]=2[CH:3]=1.[CH3:30][N:31](C=O)C. The catalyst is [C-]#N.[Zn+2].[C-]#N.C1(P(C2C=CC=CC=2)[C-]2C=CC=C2)C=CC=CC=1.[C-]1(P(C2C=CC=CC=2)C2C=CC=CC=2)C=CC=C1.[Fe+2].C1C=CC(/C=C/C(/C=C/C2C=CC=CC=2)=O)=CC=1.C1C=CC(/C=C/C(/C=C/C2C=CC=CC=2)=O)=CC=1.C1C=CC(/C=C/C(/C=C/C2C=CC=CC=2)=O)=CC=1.[Pd].[Pd]. The product is [F:29][C:27]1[C:5]2[N:6]([CH2:9][C:10]3[CH:26]=[CH:25][C:13]4[N:14]=[C:15]([NH:17][C@@H:18]5[CH2:23][CH2:22][CH2:21][CH2:20][C@H:19]5[OH:24])[S:16][C:12]=4[CH:11]=3)[CH:7]=[N:8][C:4]=2[CH:3]=[C:2]([C:30]#[N:31])[CH:28]=1. The yield is 0.0200. (2) The reactants are [ClH:1].[NH:2](C(OC(C)(C)C)=O)[C@H:3]([C:19]([NH:21][C@H:22]([C:27]([NH:29][C@H:30]([C:35]([O:37][CH3:38])=[O:36])[CH2:31][CH:32]([CH3:34])[CH3:33])=[O:28])[CH2:23][CH:24]([CH3:26])[CH3:25])=[O:20])[CH2:4][CH2:5][CH2:6][CH2:7][NH:8][C:9]([O:11][CH2:12][C:13]1[CH:18]=[CH:17][CH:16]=[CH:15][CH:14]=1)=[O:10]. The catalyst is C(OCC)(=O)C. The product is [NH2:2][C@H:3]([C:19]([NH:21][C@H:22]([C:27]([NH:29][C@H:30]([C:35]([O:37][CH3:38])=[O:36])[CH2:31][CH:32]([CH3:33])[CH3:34])=[O:28])[CH2:23][CH:24]([CH3:25])[CH3:26])=[O:20])[CH2:4][CH2:5][CH2:6][CH2:7][NH:8][C:9]([O:11][CH2:12][C:13]1[CH:14]=[CH:15][CH:16]=[CH:17][CH:18]=1)=[O:10].[ClH:1]. The yield is 0.914. (3) The reactants are [NH2:1][C:2]1[N:6]([CH3:7])[N:5]=[C:4]([C:8]([CH3:11])([CH3:10])[CH3:9])[CH:3]=1.Br[C:13]1[CH:22]=[CH:21][C:20]([O:23][CH3:24])=[CH:19][C:14]=1[C:15]([O:17][CH3:18])=[O:16].C(=O)([O-])[O-].[Cs+].[Cs+].C1C=CC(P(C2C(C3C(P(C4C=CC=CC=4)C4C=CC=CC=4)=CC=C4C=3C=CC=C4)=C3C(C=CC=C3)=CC=2)C2C=CC=CC=2)=CC=1. The catalyst is C1C=CC(/C=C/C(/C=C/C2C=CC=CC=2)=O)=CC=1.C1C=CC(/C=C/C(/C=C/C2C=CC=CC=2)=O)=CC=1.C1C=CC(/C=C/C(/C=C/C2C=CC=CC=2)=O)=CC=1.[Pd].[Pd].C1(C)C=CC=CC=1. The product is [C:8]([C:4]1[CH:3]=[C:2]([NH:1][C:13]2[CH:22]=[CH:21][C:20]([O:23][CH3:24])=[CH:19][C:14]=2[C:15]([O:17][CH3:18])=[O:16])[N:6]([CH3:7])[N:5]=1)([CH3:11])([CH3:10])[CH3:9]. The yield is 0.380. (4) The reactants are C(OC([N:8]1[C:16]2[C:11](=[CH:12][CH:13]=[CH:14][CH:15]=2)[C:10]([CH:17]([CH3:20])[C:18]#[N:19])=[CH:9]1)=O)(C)(C)C.C(O)(C(F)(F)F)=O. The catalyst is C(Cl)Cl. The product is [NH:8]1[C:16]2[C:11](=[CH:12][CH:13]=[CH:14][CH:15]=2)[C:10]([CH:17]([CH3:20])[C:18]#[N:19])=[CH:9]1. The yield is 0.990. (5) The reactants are [NH2:1][C:2]1[C:7]([CH2:8]O)=[C:6]([CH:10]2[CH2:15][CH2:14][CH2:13][N:12]([C:16]([O:18][C:19]([CH3:22])([CH3:21])[CH3:20])=[O:17])[CH2:11]2)[CH:5]=[C:4]([C:23]2[C:28]([O:29][CH2:30][C:31]3[CH:36]=[CH:35][C:34]([O:37][CH3:38])=[CH:33][CH:32]=3)=[CH:27][CH:26]=[CH:25][C:24]=2[O:39][CH2:40][CH:41]2[CH2:43][CH2:42]2)[N:3]=1.[CH2:44]=[O:45].Cl. The product is [C:6]([CH:11]1[CH:10]([C:6]2[C:7]3[CH2:8][O:45][CH2:44][NH:1][C:2]=3[N:3]=[C:4]([C:23]3[C:28]([O:29][CH2:30][C:31]4[CH:36]=[CH:35][C:34]([O:37][CH3:38])=[CH:33][CH:32]=4)=[CH:27][CH:26]=[CH:25][C:24]=3[O:39][CH2:40][CH:41]3[CH2:43][CH2:42]3)[CH:5]=2)[CH2:15][CH2:14][CH2:13][N:12]1[C:16]([O:18][C:19]([CH3:21])([CH3:20])[CH3:22])=[O:17])([CH3:10])([CH3:7])[CH3:5]. The yield is 0.620. The catalyst is O1CCOCC1. (6) The reactants are Br[C:2]1[CH:3]=[CH:4][C:5]([O:8][CH3:9])=[N:6][CH:7]=1.[CH3:10][NH2:11]. The catalyst is O.[O-]S([O-])(=O)=O.[Cu+2].C(O)C. The product is [CH3:9][O:8][C:5]1[N:6]=[CH:7][C:2]([NH:11][CH3:10])=[CH:3][CH:4]=1. The yield is 0.910. (7) The reactants are Br[C:2]1[C:10]2[C:5](=[N:6][C:7]([NH:11][CH2:12][CH2:13][CH2:14][CH3:15])=[N:8][CH:9]=2)[N:4]([C@H:16]2[CH2:21][CH2:20][C@H:19]([OH:22])[CH2:18][CH2:17]2)[N:3]=1.[CH3:23][N:24]1[CH2:29][CH2:28][N:27]([CH2:30][C:31]2[CH:36]=[CH:35][C:34](B3OC(C)(C)C(C)(C)O3)=[CH:33][CH:32]=2)[CH2:26][CH2:25]1.C(=O)([O-])[O-].[K+].[K+]. The catalyst is O1CCOCC1.O.CCOC(C)=O.C1C=CC([P]([Pd]([P](C2C=CC=CC=2)(C2C=CC=CC=2)C2C=CC=CC=2)([P](C2C=CC=CC=2)(C2C=CC=CC=2)C2C=CC=CC=2)[P](C2C=CC=CC=2)(C2C=CC=CC=2)C2C=CC=CC=2)(C2C=CC=CC=2)C2C=CC=CC=2)=CC=1. The product is [CH2:12]([NH:11][C:7]1[N:6]=[C:5]2[N:4]([C@H:16]3[CH2:21][CH2:20][C@H:19]([OH:22])[CH2:18][CH2:17]3)[N:3]=[C:2]([C:34]3[CH:33]=[CH:32][C:31]([CH2:30][N:27]4[CH2:28][CH2:29][N:24]([CH3:23])[CH2:25][CH2:26]4)=[CH:36][CH:35]=3)[C:10]2=[CH:9][N:8]=1)[CH2:13][CH2:14][CH3:15]. The yield is 0.560.